From a dataset of Full USPTO retrosynthesis dataset with 1.9M reactions from patents (1976-2016). Predict the reactants needed to synthesize the given product. (1) Given the product [NH2:16][C:14]1[CH:13]=[CH:12][C:10]2[S:11][C:7]([NH:6][C:4]([CH:1]3[CH2:3][CH2:2]3)=[O:5])=[C:8]([C:19]([NH2:21])=[O:20])[C:9]=2[CH:15]=1, predict the reactants needed to synthesize it. The reactants are: [CH:1]1([C:4]([NH:6][C:7]2[S:11][C:10]3[CH:12]=[CH:13][C:14]([N+:16]([O-])=O)=[CH:15][C:9]=3[C:8]=2[C:19]([NH2:21])=[O:20])=[O:5])[CH2:3][CH2:2]1. (2) Given the product [Cl:24][C:21]1[CH:20]=[CH:19][C:18]([C:12]2[C:11]3[CH2:10][CH2:9][NH:8][CH2:17][CH2:16][C:15]=3[N:14]([CH2:27][C:28]3[CH:33]=[CH:32][CH:31]=[CH:30][N:29]=3)[N:13]=2)=[CH:23][CH:22]=1, predict the reactants needed to synthesize it. The reactants are: C(OC([N:8]1[CH2:17][CH2:16][C:15]2[NH:14][N:13]=[C:12]([C:18]3[CH:23]=[CH:22][C:21]([Cl:24])=[CH:20][CH:19]=3)[C:11]=2[CH2:10][CH2:9]1)=O)(C)(C)C.Cl.Cl[CH2:27][C:28]1[CH:33]=[CH:32][CH:31]=[CH:30][N:29]=1.C(OC(N1CCC2C(=C(C3C=CC(Cl)=CC=3)N(CC3C=CC=CN=3)N=2)CC1)=O)(C)(C)C. (3) Given the product [F:1][C:2]1[CH:7]=[CH:6][CH:5]=[CH:4][C:3]=1[N:8]1[C:12]([C:13]2[CH:18]=[CH:17][N:16]=[CH:15][CH:14]=2)=[C:11]([C:19]2[O:23][N:22]=[C:21]([C:24]3[CH:31]=[CH:30][C:27]([CH2:28][N:36]4[CH2:37][CH2:38][C@@H:33]([F:39])[CH2:35]4)=[CH:26][CH:25]=3)[N:20]=2)[N:10]=[N:9]1, predict the reactants needed to synthesize it. The reactants are: [F:1][C:2]1[CH:7]=[CH:6][CH:5]=[CH:4][C:3]=1[N:8]1[C:12]([C:13]2[CH:18]=[CH:17][N:16]=[CH:15][CH:14]=2)=[C:11]([C:19]2[O:23][N:22]=[C:21]([C:24]3[CH:31]=[CH:30][C:27]([CH:28]=O)=[CH:26][CH:25]=3)[N:20]=2)[N:10]=[N:9]1.F[C:33]1([F:39])[CH2:38][CH2:37][NH:36][CH2:35]C1. (4) Given the product [C:27]([NH:40][C@@H:39]([CH2:41][C:42]1[CH:49]=[C:47]([OH:48])[C:45]([OH:46])=[CH:44][CH:43]=1)[C:37]([OH:38])=[O:36])([O:26][C:50]([CH3:56])([CH3:55])[CH3:51])=[O:8], predict the reactants needed to synthesize it. The reactants are: N12[Si]34N5[Si]61N3[Si]25N64.[O:8]=O.S(=O)(=O)(O)O.OO.NCCC[Si]([O:26][CH3:27])(OC)OC.P([O-])([O-])([O-])=O.[Na+].[Na+].[Na+].[O:36]=[C:37]([C@H:39]([CH2:41][C:42]1[CH:49]=[C:47]([OH:48])[C:45]([OH:46])=[CH:44][CH:43]=1)[NH2:40])[OH:38].[C:50]1([CH3:56])[CH:55]=CC=C[CH:51]=1. (5) The reactants are: [Cl:1][C:2]1[C:33]([CH3:34])=[CH:32][C:5]([O:6][CH2:7][CH2:8][CH2:9][C:10]2[C:18]3[C:13](=[C:14]([C:19]4[C:20]([CH3:25])=[N:21][NH:22][C:23]=4[CH3:24])[CH:15]=[CH:16][CH:17]=3)[N:12]([CH2:26][CH2:27][C:28]([OH:30])=[O:29])[C:11]=2[CH3:31])=[CH:4][C:3]=1[CH3:35].[H-].[Na+].[CH3:38]I. Given the product [Cl:1][C:2]1[C:33]([CH3:34])=[CH:32][C:5]([O:6][CH2:7][CH2:8][CH2:9][C:10]2[C:18]3[C:13](=[C:14]([C:19]4[C:23]([CH3:24])=[N:22][N:21]([CH3:38])[C:20]=4[CH3:25])[CH:15]=[CH:16][CH:17]=3)[N:12]([CH2:26][CH2:27][C:28]([OH:30])=[O:29])[C:11]=2[CH3:31])=[CH:4][C:3]=1[CH3:35], predict the reactants needed to synthesize it.